Predict the product of the given reaction. From a dataset of Forward reaction prediction with 1.9M reactions from USPTO patents (1976-2016). (1) Given the reactants [CH3:1][O:2][C:3]1[CH:4]=[C:5]([CH:7]=[CH:8][C:9]=1[C:10]1[O:14][CH:13]=[N:12][CH:11]=1)[NH2:6].[CH:15]1[C:23]2[C:22]3[CH:24]=[CH:25][CH:26]=[CH:27][C:21]=3[O:20][C:19]=2[C:18]([CH:28]=O)=[CH:17][CH:16]=1, predict the reaction product. The product is: [CH:15]1[C:23]2[C:22]3[CH:24]=[CH:25][CH:26]=[CH:27][C:21]=3[O:20][C:19]=2[C:18]([CH2:28][NH:6][C:5]2[CH:7]=[CH:8][C:9]([C:10]3[O:14][CH:13]=[N:12][CH:11]=3)=[C:3]([O:2][CH3:1])[CH:4]=2)=[CH:17][CH:16]=1. (2) Given the reactants [O:1]1[CH2:6][CH2:5][CH:4]([C:7]([OH:9])=O)[CH2:3][CH2:2]1.C[N+]1(C2N=C(OC)N=C(OC)N=2)CCOCC1.[Cl-].[C:28]1([C@@H:34]2[NH:40][CH2:39][C:38]3[CH:41]=[CH:42][C:43]([C:45]([O:47][CH3:48])=[O:46])=[CH:44][C:37]=3[O:36][CH2:35]2)[CH:33]=[CH:32][CH:31]=[CH:30][CH:29]=1, predict the reaction product. The product is: [C:28]1([C@@H:34]2[N:40]([C:7]([CH:4]3[CH2:3][CH2:2][O:1][CH2:6][CH2:5]3)=[O:9])[CH2:39][C:38]3[CH:41]=[CH:42][C:43]([C:45]([O:47][CH3:48])=[O:46])=[CH:44][C:37]=3[O:36][CH2:35]2)[CH:29]=[CH:30][CH:31]=[CH:32][CH:33]=1. (3) Given the reactants [F:1][C:2]1[CH:36]=[CH:35][C:5]([CH2:6][N:7]2[C:15]3[C:10](=[CH:11][CH:12]=[CH:13][CH:14]=3)[C:9]3[CH2:16][CH:17]([C:27](=[O:34])[NH:28][CH2:29][C:30]([O:32][CH3:33])=[O:31])[N:18](C(OC(C)(C)C)=O)[CH2:19][C:8]2=3)=[CH:4][CH:3]=1.C(O)(C(F)(F)F)=O, predict the reaction product. The product is: [F:1][C:2]1[CH:36]=[CH:35][C:5]([CH2:6][N:7]2[C:15]3[C:10](=[CH:11][CH:12]=[CH:13][CH:14]=3)[C:9]3[CH2:16][CH:17]([C:27]([NH:28][CH2:29][C:30]([O:32][CH3:33])=[O:31])=[O:34])[NH:18][CH2:19][C:8]2=3)=[CH:4][CH:3]=1. (4) Given the reactants [Cl:1][C:2]1[CH:3]=[CH:4][C:5]([CH3:10])=[C:6]([CH:9]=1)[C:7]#[N:8].Cl.[NH2:12][OH:13].C(=O)(O)[O-].[Na+], predict the reaction product. The product is: [Cl:1][C:2]1[CH:3]=[CH:4][C:5]([CH3:10])=[C:6]([CH:9]=1)[C:7](=[N:12][OH:13])[NH2:8]. (5) Given the reactants [CH3:1][O:2][C:3](=[O:26])[CH2:4][C@H:5]1[C:9]2[CH:10]=[CH:11][C:12]([O:14][C@H:15]3[C:23]4[C:18](=[C:19]([OH:25])[CH:20]=[CH:21][C:22]=4[F:24])[CH2:17][CH2:16]3)=[CH:13][C:8]=2[O:7][CH2:6]1.[F:27][CH:28]([F:37])[O:29][C:30]1[CH:31]=[CH:32][C:33](Cl)=[N:34][CH:35]=1, predict the reaction product. The product is: [CH3:1][O:2][C:3](=[O:26])[CH2:4][C@H:5]1[C:9]2[CH:10]=[CH:11][C:12]([O:14][C@H:15]3[C:23]4[C:18](=[C:19]([O:25][C:33]5[CH:32]=[CH:31][C:30]([O:29][CH:28]([F:37])[F:27])=[CH:35][N:34]=5)[CH:20]=[CH:21][C:22]=4[F:24])[CH2:17][CH2:16]3)=[CH:13][C:8]=2[O:7][CH2:6]1. (6) Given the reactants [NH2:1][C:2](=[O:29])[C@@H:3]([NH:12][C:13]([C:15]1([NH:21][C:22](=[O:28])[O:23][C:24]([CH3:27])([CH3:26])[CH3:25])[CH2:20][CH2:19][O:18][CH2:17][CH2:16]1)=[O:14])[CH2:4][C:5]1[CH:10]=[CH:9][C:8](I)=[CH:7][CH:6]=1.[C:30]([C:32]1[CH:33]=[C:34](B(O)O)[CH:35]=[CH:36][CH:37]=1)#[N:31].C(=O)([O-])[O-].[Na+].[Na+], predict the reaction product. The product is: [NH2:1][C:2](=[O:29])[C@@H:3]([NH:12][C:13]([C:15]1([NH:21][C:22](=[O:28])[O:23][C:24]([CH3:27])([CH3:26])[CH3:25])[CH2:20][CH2:19][O:18][CH2:17][CH2:16]1)=[O:14])[CH2:4][C:5]1[CH:10]=[CH:9][C:8]([C:36]2[CH:35]=[CH:34][CH:33]=[C:32]([C:30]#[N:31])[CH:37]=2)=[CH:7][CH:6]=1. (7) Given the reactants [CH2:1]([O:8][C:9]1[CH:10]=[C:11]([S:22][CH2:23][CH2:24][C:25]([O:27][CH3:28])=O)[CH:12]=[N:13][C:14]=1[NH:15][C:16]1[S:17][CH:18]=[C:19]([CH3:21])[N:20]=1)[C:2]1[CH:7]=[CH:6][CH:5]=[CH:4][CH:3]=1.CC([O-])(C)C.[K+].[Cl:35][CH2:36][C:37]1C=CC=[CH:39][C:38]=1OC.Cl, predict the reaction product. The product is: [ClH:35].[CH3:28][O:27][C:25]1[CH:39]=[CH:38][CH:37]=[CH:36][C:24]=1[CH2:23][S:22][C:11]1[CH:10]=[C:9]([O:8][CH2:1][C:2]2[CH:7]=[CH:6][CH:5]=[CH:4][CH:3]=2)[C:14]([NH:15][C:16]2[S:17][CH:18]=[C:19]([CH3:21])[N:20]=2)=[N:13][CH:12]=1. (8) Given the reactants [Cl-].CO[NH3+].[CH3:5][O:6][N:7](C)[C:8]([C:10]1[N:11]=[C:12]([CH:15]2[CH2:20][CH2:19][N:18]([C:21]([O:23][C:24]([CH3:27])([CH3:26])[CH3:25])=[O:22])[CH2:17][CH2:16]2)[S:13][CH:14]=1)=O.O.[CH2:30](O)[CH3:31], predict the reaction product. The product is: [CH:30]1([CH2:31][C:8]([C:10]2[N:11]=[C:12]([CH:15]3[CH2:20][CH2:19][N:18]([C:21]([O:23][C:24]([CH3:27])([CH3:26])[CH3:25])=[O:22])[CH2:17][CH2:16]3)[S:13][CH:14]=2)=[N:7][O:6][CH3:5])[CH2:19][CH2:20][CH2:15][CH2:16][CH2:17]1.